This data is from Forward reaction prediction with 1.9M reactions from USPTO patents (1976-2016). The task is: Predict the product of the given reaction. (1) Given the reactants CC1(C)[O:9][C:8](=[O:10])[C:5]2([CH2:7][CH2:6]2)[C:4](=[O:11])O1.[NH2:13][C:14]1[C:15]([CH3:20])=[CH:16][CH:17]=[CH:18][CH:19]=1, predict the reaction product. The product is: [O:11]=[C:4]1[CH:5]([C:8]([OH:9])=[O:10])[CH2:7][CH2:6][N:13]1[C:14]1[CH:19]=[CH:18][CH:17]=[CH:16][C:15]=1[CH3:20]. (2) Given the reactants Cl[C:2]1[N:7]=[C:6]([NH:8][C:9]2[C:14]([CH3:15])=[CH:13][C:12]([CH3:16])=[CH:11][C:10]=2[CH3:17])[CH:5]=[CH:4][N:3]=1.Cl.CC(O)C.[NH2:23][C:24]1[CH:31]=[CH:30][C:27]([C:28]#[N:29])=[CH:26][CH:25]=1.C([O-])(O)=O.[Na+], predict the reaction product. The product is: [CH3:17][C:10]1[CH:11]=[C:12]([CH3:16])[CH:13]=[C:14]([CH3:15])[C:9]=1[NH:8][C:6]1[CH:5]=[CH:4][N:3]=[C:2]([NH:23][C:24]2[CH:31]=[CH:30][C:27]([C:28]#[N:29])=[CH:26][CH:25]=2)[N:7]=1. (3) Given the reactants C(O[C:6]([N:8](C)[C@H:9]([CH:20]([CH3:22])[CH3:21])[C:10]([O:12][CH2:13][C:14]1[CH:19]=[CH:18][CH:17]=[CH:16][CH:15]=1)=[O:11])=O)(C)(C)C.Cl, predict the reaction product. The product is: [CH3:21][CH:20]([CH3:22])[C@@H:9]([NH:8][CH3:6])[C:10]([O:12][CH2:13][C:14]1[CH:19]=[CH:18][CH:17]=[CH:16][CH:15]=1)=[O:11]. (4) Given the reactants [F:1][CH:2]([F:24])[O:3][C:4]1[CH:9]=[CH:8][C:7]([N:10]2[CH:15]=[CH:14][C:13](=[O:16])[C:12]([C:17](=O)[CH:18]=[CH:19][N:20](C)C)=[N:11]2)=[CH:6][CH:5]=1.[C:25]1([NH:31]N)[CH:30]=[CH:29][CH:28]=[CH:27][CH:26]=1, predict the reaction product. The product is: [F:1][CH:2]([F:24])[O:3][C:4]1[CH:9]=[CH:8][C:7]([N:10]2[CH:15]=[CH:14][C:13](=[O:16])[C:12]([C:17]3[N:31]([C:25]4[CH:30]=[CH:29][CH:28]=[CH:27][CH:26]=4)[N:20]=[CH:19][CH:18]=3)=[N:11]2)=[CH:6][CH:5]=1. (5) Given the reactants Cl[CH2:2][C:3]([C@@H:5]1[CH2:10][CH2:9][CH2:8][CH2:7][C@H:6]1[C:11]([O:13][CH3:14])=[O:12])=O.[F:15][C:16]1([F:25])[CH2:21][CH2:20][N:19]([C:22](=[S:24])[NH2:23])[CH2:18][CH2:17]1, predict the reaction product. The product is: [F:25][C:16]1([F:15])[CH2:17][CH2:18][N:19]([C:22]2[S:24][CH:2]=[C:3]([C@@H:5]3[CH2:10][CH2:9][CH2:8][CH2:7][C@H:6]3[C:11]([O:13][CH3:14])=[O:12])[N:23]=2)[CH2:20][CH2:21]1. (6) Given the reactants Br[C:2]1[CH:3]=[N:4][C:5]2[C:10]([CH:11]=1)=[CH:9][C:8]([CH2:12][C:13]1[N:17]3[N:18]=[C:19]([CH3:22])[CH:20]=[CH:21][C:16]3=[N:15][N:14]=1)=[CH:7][CH:6]=2.C([O-])(=O)C.[K+].Br[C:29]1[CH:30]=[N:31][N:32]([CH2:34][CH2:35][OH:36])[CH:33]=1.C(=O)([O-])[O-].[Na+].[Na+].[O-]S([O-])(=O)=O.[Na+].[Na+], predict the reaction product. The product is: [CH3:22][C:19]1[CH:20]=[CH:21][C:16]2[N:17]([C:13]([CH2:12][C:8]3[CH:9]=[C:10]4[C:5](=[CH:6][CH:7]=3)[N:4]=[CH:3][C:2]([C:29]3[CH:30]=[N:31][N:32]([CH2:34][CH2:35][OH:36])[CH:33]=3)=[CH:11]4)=[N:14][N:15]=2)[N:18]=1.